This data is from Forward reaction prediction with 1.9M reactions from USPTO patents (1976-2016). The task is: Predict the product of the given reaction. (1) Given the reactants C([O:3][C:4]([C:6]1([C:12]([O:14]CC)=[O:13])[CH2:10][CH2:9][CH:8]([OH:11])[CH2:7]1)=[O:5])C.C(O)(C)C, predict the reaction product. The product is: [O:11]=[C:8]1[CH2:9][CH2:10][C:6]([C:12]([OH:14])=[O:13])([C:4]([OH:5])=[O:3])[CH2:7]1. (2) The product is: [N+:10]([C:6]1[CH:7]=[CH:8][CH:9]=[C:4]2[C:5]=1[CH:13]=[CH:1][O:2][C:3]2=[O:14])([O-:12])=[O:11]. Given the reactants [CH3:1][O:2][C:3](=[O:14])[C:4]1[CH:9]=[CH:8][CH:7]=[C:6]([N+:10]([O-:12])=[O:11])[C:5]=1[CH3:13].COC(OC)N(C)C, predict the reaction product.